Dataset: Forward reaction prediction with 1.9M reactions from USPTO patents (1976-2016). Task: Predict the product of the given reaction. (1) Given the reactants [CH3:1][N:2]1[C:8](=[O:9])[CH2:7][C:6]2[CH:10]=[CH:11][CH:12]=[CH:13][C:5]=2[CH2:4][N:3]1[C:14]([O:16][C:17]([CH3:20])([CH3:19])[CH3:18])=[O:15].C[Si]([N-][Si](C)(C)C)(C)C.[K+].C1(C)C=CC=CC=1.C(C1C=C(C(C)C)C=C(C(C)C)C=1S([N:56]=[N+:57]=[N-:58])(=O)=O)(C)C.C(O)(=O)C, predict the reaction product. The product is: [N:56]([CH:7]1[C:6]2[CH:10]=[CH:11][CH:12]=[CH:13][C:5]=2[CH2:4][N:3]([C:14]([O:16][C:17]([CH3:20])([CH3:19])[CH3:18])=[O:15])[N:2]([CH3:1])[C:8]1=[O:9])=[N+:57]=[N-:58]. (2) Given the reactants [H-].[Na+].[Br:3][C:4]1[CH:9]=[CH:8][C:7]([NH:10][C:11](=[O:13])[CH3:12])=[CH:6][CH:5]=1.CI.[C:16](=O)([O-])O.[Na+], predict the reaction product. The product is: [Br:3][C:4]1[CH:5]=[CH:6][C:7]([N:10]([CH3:16])[C:11](=[O:13])[CH3:12])=[CH:8][CH:9]=1. (3) Given the reactants [CH3:1][O:2][C:3]1[CH:8]=[C:7]([O:9][CH3:10])[N:6]=[C:5]([N:11]2[C:20](=[O:21])[C:19]3[C:14](=[CH:15][C:16]([C:22](O)=[O:23])=[CH:17][CH:18]=3)[NH:13][C:12]2=[S:25])[N:4]=1.Cl.[N:27]1([S:33]([C:36]2[CH:43]=[CH:42][C:39]([CH2:40][NH2:41])=[CH:38][CH:37]=2)(=[O:35])=[O:34])[CH2:32][CH2:31][O:30][CH2:29][CH2:28]1.CCN(C(C)C)C(C)C.CN(C(ON1N=NC2C=CC=NC1=2)=[N+](C)C)C.F[P-](F)(F)(F)(F)F, predict the reaction product. The product is: [CH3:1][O:2][C:3]1[CH:8]=[C:7]([O:9][CH3:10])[N:6]=[C:5]([N:11]2[C:20](=[O:21])[C:19]3[C:14](=[CH:15][C:16]([C:22]([NH:41][CH2:40][C:39]4[CH:38]=[CH:37][C:36]([S:33]([N:27]5[CH2:32][CH2:31][O:30][CH2:29][CH2:28]5)(=[O:35])=[O:34])=[CH:43][CH:42]=4)=[O:23])=[CH:17][CH:18]=3)[NH:13][C:12]2=[S:25])[N:4]=1. (4) The product is: [CH2:1]([Si:4]([CH2:18][CH:19]=[CH2:20])([CH3:17])[CH2:5][CH2:6][CH2:7][C:8]1[CH:13]=[CH:12][C:11]([C:22]2[C:35]3[C:26](=[C:27]4[C:32](=[CH:33][CH:34]=3)[C:31]([C:36]3[CH:37]=[CH:38][CH:39]=[CH:40][CH:41]=3)=[CH:30][CH:29]=[N:28]4)[N:25]=[CH:24][CH:23]=2)=[CH:10][CH:9]=1)[CH:2]=[CH2:3]. Given the reactants [CH2:1]([Si:4]([CH2:18][CH:19]=[CH2:20])([CH3:17])[CH2:5][CH2:6][CH2:7][C:8]1[CH:13]=[CH:12][C:11](B(O)O)=[CH:10][CH:9]=1)[CH:2]=[CH2:3].Br[C:22]1[C:35]2[C:26](=[C:27]3[C:32](=[CH:33][CH:34]=2)[C:31]([C:36]2[CH:41]=[CH:40][CH:39]=[CH:38][CH:37]=2)=[CH:30][CH:29]=[N:28]3)[N:25]=[CH:24][CH:23]=1.C([O-])([O-])=O.[Na+].[Na+].CO, predict the reaction product. (5) Given the reactants [NH2:1][C:2]1[CH:7]=[CH:6][N:5]=[C:4]([Cl:8])[CH:3]=1.C(N(CC)CC)C.[CH3:16][O:17][CH2:18][C:19](Cl)=[O:20].C(=O)([O-])O.[Na+], predict the reaction product. The product is: [Cl:8][C:4]1[CH:3]=[C:2]([NH:1][C:19](=[O:20])[CH2:18][O:17][CH3:16])[CH:7]=[CH:6][N:5]=1. (6) Given the reactants [CH3:1][C:2]1[N:3]([CH:14]2[CH2:19][CH2:18][O:17][CH2:16][CH2:15]2)[C:4]([C:7]2[CH:12]=[CH:11][N:10]=[C:9]([NH2:13])[N:8]=2)=[CH:5][N:6]=1.Br[C:21]1[CH:35]=[CH:34][C:24]([C:25]([N:27]2[CH2:32][CH2:31][N:30]([CH3:33])[CH2:29][CH2:28]2)=[O:26])=[CH:23][CH:22]=1.C([O-])([O-])=O.[Cs+].[Cs+].CC(C1C=C(C(C)C)C(C2C=CC=CC=2P(C2CCCCC2)C2CCCCC2)=C(C(C)C)C=1)C, predict the reaction product. The product is: [CH3:33][N:30]1[CH2:31][CH2:32][N:27]([C:25]([C:24]2[CH:34]=[CH:35][C:21]([NH:13][C:9]3[N:8]=[C:7]([C:4]4[N:3]([CH:14]5[CH2:19][CH2:18][O:17][CH2:16][CH2:15]5)[C:2]([CH3:1])=[N:6][CH:5]=4)[CH:12]=[CH:11][N:10]=3)=[CH:22][CH:23]=2)=[O:26])[CH2:28][CH2:29]1. (7) Given the reactants Cl[C:2]1C=CC=C(C(OO)=O)[CH:3]=1.C(S[C:15]1[CH:20]=[CH:19][CH:18]=[CH:17][C:16]=1[C:21]1[N:30]=[CH:29][C:28]2[C:23](=[CH:24][C:25]([C:31]([F:34])([F:33])[F:32])=[CH:26][CH:27]=2)[N:22]=1)C.[S:35]([O-:39])([O-])(=[O:37])=S.[Na+].[Na+], predict the reaction product. The product is: [CH2:2]([S:35]([C:15]1[CH:20]=[CH:19][CH:18]=[CH:17][C:16]=1[C:21]1[N:30]=[CH:29][C:28]2[C:23](=[CH:24][C:25]([C:31]([F:34])([F:33])[F:32])=[CH:26][CH:27]=2)[N:22]=1)(=[O:39])=[O:37])[CH3:3].